This data is from Catalyst prediction with 721,799 reactions and 888 catalyst types from USPTO. The task is: Predict which catalyst facilitates the given reaction. (1) Reactant: [O:1]=[C:2]1[C:8]2[CH:9]=[CH:10][N:11]=[CH:12][C:7]=2[O:6][C:5]2[CH:13]=[CH:14][CH:15]=[CH:16][C:4]=2[N:3]1[CH2:17][CH2:18][O:19][C:20]1[CH:29]=[CH:28][C:23]([C:24]([O:26][CH3:27])=[O:25])=[CH:22][CH:21]=1.[CH3:30]I. Product: [CH3:30][N:11]1[CH2:10][CH2:9][C:8]2[C:2](=[O:1])[N:3]([CH2:17][CH2:18][O:19][C:20]3[CH:21]=[CH:22][C:23]([C:24]([O:26][CH3:27])=[O:25])=[CH:28][CH:29]=3)[C:4]3[CH:16]=[CH:15][CH:14]=[CH:13][C:5]=3[O:6][C:7]=2[CH2:12]1. The catalyst class is: 21. (2) Reactant: [Cl:1][C:2]1[CH:3]=[CH:4][C:5](F)=[C:6]([CH:24]=1)[C:7]([N:9]1[CH2:14][CH2:13][N:12]([C:15]([O:17][C:18]([CH3:21])([CH3:20])[CH3:19])=[O:16])[CH2:11][CH:10]1[CH2:22][OH:23])=[O:8].[H-].[Na+]. Product: [Cl:1][C:2]1[CH:3]=[CH:4][C:5]2[O:23][CH2:22][CH:10]3[CH2:11][N:12]([C:15]([O:17][C:18]([CH3:21])([CH3:20])[CH3:19])=[O:16])[CH2:13][CH2:14][N:9]3[C:7](=[O:8])[C:6]=2[CH:24]=1. The catalyst class is: 9. (3) Reactant: [C:1]([O:4][C:5]1[CH:10]=[C:9]([CH3:11])[CH:8]=[CH:7][C:6]=1[CH:12]=O)(=[O:3])[CH3:2].[C:14](Br)(Br)([Br:16])[Br:15].C1(P(C2C=CC=CC=2)C2C=CC=CC=2)C=CC=CC=1.CCCCCCC. Product: [C:1]([O:4][C:5]1[CH:10]=[C:9]([CH3:11])[CH:8]=[CH:7][C:6]=1[CH:12]=[C:14]([Br:16])[Br:15])(=[O:3])[CH3:2]. The catalyst class is: 2. (4) Reactant: [CH:1]([N:4]1[C:12]2[C:7](=[CH:8][CH:9]=[CH:10][CH:11]=2)[C:6]([C:13]([OH:15])=O)=[N:5]1)([CH3:3])[CH3:2].[NH2:16][C@H:17]1[CH2:22][N:21]([C:23]([O:25][C:26]([CH3:29])([CH3:28])[CH3:27])=[O:24])[C@@H:20]([CH2:30][C:31]2([OH:37])[CH2:36][CH2:35][O:34][CH2:33][CH2:32]2)[CH2:19][CH2:18]1.C(N(CC)C(C)C)(C)C.C(P(=O)(OCC)OCC)#N. Product: [OH:37][C:31]1([CH2:30][C@H:20]2[CH2:19][CH2:18][C@@H:17]([NH:16][C:13]([C:6]3[C:7]4[C:12](=[CH:11][CH:10]=[CH:9][CH:8]=4)[N:4]([CH:1]([CH3:2])[CH3:3])[N:5]=3)=[O:15])[CH2:22][N:21]2[C:23]([O:25][C:26]([CH3:29])([CH3:28])[CH3:27])=[O:24])[CH2:36][CH2:35][O:34][CH2:33][CH2:32]1. The catalyst class is: 9. (5) Reactant: C(Cl)(=O)C(Cl)=O.[C:7]([C:11]1[CH:16]=[CH:15][C:14]([S:17]([NH:20][CH2:21][C:22]2[CH:30]=[CH:29][C:25]([C:26]([OH:28])=O)=[CH:24][CH:23]=2)(=[O:19])=[O:18])=[CH:13][CH:12]=1)([CH3:10])([CH3:9])[CH3:8].[F:31][C:32]([F:41])([F:40])[C:33]1[N:38]=[CH:37][C:36]([NH2:39])=[CH:35][CH:34]=1. Product: [C:7]([C:11]1[CH:12]=[CH:13][C:14]([S:17]([NH:20][CH2:21][C:22]2[CH:30]=[CH:29][C:25]([C:26]([NH:39][C:36]3[CH:37]=[N:38][C:33]([C:32]([F:41])([F:31])[F:40])=[CH:34][CH:35]=3)=[O:28])=[CH:24][CH:23]=2)(=[O:18])=[O:19])=[CH:15][CH:16]=1)([CH3:8])([CH3:9])[CH3:10]. The catalyst class is: 198. (6) Reactant: [C:1]([Si:5]([C:34]1[CH:39]=[CH:38][CH:37]=[CH:36][CH:35]=1)([C:28]1[CH:33]=[CH:32][CH:31]=[CH:30][CH:29]=1)[O:6][CH2:7][CH2:8][CH2:9][CH2:10][CH2:11][CH2:12][CH2:13][CH2:14][CH2:15][CH2:16][CH2:17][CH2:18][S:19]([C:22]1[CH:27]=[CH:26][CH:25]=[CH:24][CH:23]=1)(=[O:21])=[O:20])([CH3:4])([CH3:3])[CH3:2].[Li][CH2:41][CH2:42][CH2:43][CH3:44]. Product: [C:1]([Si:5]([C:34]1[CH:35]=[CH:36][CH:37]=[CH:38][CH:39]=1)([C:28]1[CH:29]=[CH:30][CH:31]=[CH:32][CH:33]=1)[O:6][CH2:7][CH2:8][CH2:9][CH2:10][CH2:11][CH2:12][CH2:13][CH2:14][CH2:15][CH2:16][CH2:17][CH:18]([S:19]([C:22]1[CH:27]=[CH:26][CH:25]=[CH:24][CH:23]=1)(=[O:21])=[O:20])[CH2:44][CH2:43][CH2:42][CH2:41]/[CH:41]=[CH:42]\[CH2:43]/[CH:44]=[CH:7]\[CH2:8]/[CH:9]=[CH:10]\[CH2:11]/[CH:12]=[CH:13]\[CH2:14][CH2:15][CH2:16][CH2:17][CH3:18])([CH3:4])([CH3:2])[CH3:3]. The catalyst class is: 1. (7) Product: [CH3:37][C:27]1[CH:32]=[CH:31][C:30]([S:33]([O:23][CH2:22][C@@H:14]2[C@@H:15]3[C@@H:16]([O:17][C:18]([CH3:21])([CH3:20])[O:19]3)[C@H:12]([N:7]3[CH:6]=[N:5][C:4]4[C:8]3=[N:9][CH:10]=[N:11][C:3]=4[N:2]([CH3:1])[CH3:24])[O:13]2)(=[O:35])=[O:34])=[CH:29][CH:28]=1. Reactant: [CH3:1][N:2]([CH3:24])[C:3]1[N:11]=[CH:10][N:9]=[C:8]2[C:4]=1[N:5]=[CH:6][N:7]2[C@H:12]1[C@@H:16]2[O:17][C:18]([CH3:21])([CH3:20])[O:19][C@@H:15]2[C@@H:14]([CH2:22][OH:23])[O:13]1.[H-].[Na+].[C:27]1([CH3:37])[CH:32]=[CH:31][C:30]([S:33](Cl)(=[O:35])=[O:34])=[CH:29][CH:28]=1.O. The catalyst class is: 1. (8) Reactant: CCCC.Br.Br[CH:7]([CH2:10]Br)[CH2:8][NH2:9].[NH:12]1[CH2:17][CH2:16][O:15][CH2:14][CH2:13]1.S(=O)(=O)(O)O.[OH-].[Ca+2].[OH-]. Product: [NH:9]1[CH2:10][CH:7]([N:12]2[CH2:17][CH2:16][O:15][CH2:14][CH2:13]2)[CH2:8]1. The catalyst class is: 40. (9) Reactant: [B:10]1([B:10]2[O:14][C:13]([CH3:16])([CH3:15])[C:12]([CH3:18])([CH3:17])[O:11]2)[O:14][C:13]([CH3:16])([CH3:15])[C:12]([CH3:18])([CH3:17])[O:11]1.Br[C:20]1[CH:25]=[CH:24][C:23]([C:26]2[N:31]=[C:30]3[N:32]=[C:33]([O:35][C@H:36]4[CH2:41][O:40][C@H:39]([CH2:42][OH:43])[C@@H:38]([OH:44])[CH2:37]4)[NH:34][C:29]3=[CH:28][C:27]=2[Cl:45])=[CH:22][CH:21]=1.C([O-])(=O)C.[K+]. Product: [Cl:45][C:27]1[CH:28]=[C:29]2[NH:34][C:33]([O:35][C@H:36]3[CH2:41][O:40][C@H:39]([CH2:42][OH:43])[C@@H:38]([OH:44])[CH2:37]3)=[N:32][C:30]2=[N:31][C:26]=1[C:23]1[CH:24]=[CH:25][C:20]([B:10]2[O:11][C:12]([CH3:17])([CH3:18])[C:13]([CH3:15])([CH3:16])[O:14]2)=[CH:21][CH:22]=1. The catalyst class is: 45.